Dataset: Reaction yield outcomes from USPTO patents with 853,638 reactions. Task: Predict the reaction yield, written as a fraction of the theoretical maximum amount of product (1.0 means a 100% yield; for example, 0.34 means a 34% yield). (1) The reactants are [C:1]([O:5][C:6]([NH:8][NH:9][C:10](=O)[C:11]1[CH:16]=[CH:15][C:14]([N+:17]([O-:19])=[O:18])=[CH:13][C:12]=1[F:20])=[O:7])([CH3:4])([CH3:3])[CH3:2].COC1C=CC(P2(SP(C3C=CC(OC)=CC=3)(=S)S2)=[S:31])=CC=1. The catalyst is O1CCOCC1. The product is [C:1]([O:5][C:6]([NH:8][NH:9][C:10](=[S:31])[C:11]1[CH:16]=[CH:15][C:14]([N+:17]([O-:19])=[O:18])=[CH:13][C:12]=1[F:20])=[O:7])([CH3:4])([CH3:3])[CH3:2]. The yield is 0.820. (2) The reactants are [NH2:1][C@H:2]([C:4]([NH:6][OH:7])=[O:5])[CH3:3].CO.[CH3:10][C:11]([CH:13]=O)=O.[OH-].[Na+]. The catalyst is O. The product is [CH3:3][C:2]1[N:1]=[C:11]([CH3:13])[CH:10]=[N+:6]([O-:7])[C:4]=1[OH:5]. The yield is 0.0350. (3) The reactants are [Br-].[C:2]1([S+:8]([C:15]2[CH:20]=[CH:19][CH:18]=[CH:17][CH:16]=2)[C:9]2[CH:14]=[CH:13][CH:12]=[CH:11][CH:10]=2)[CH:7]=[CH:6][CH:5]=[CH:4][CH:3]=1.C([O-])([O-])OCC.[F:27][C:28]([F:40])([F:39])[C:29]1[CH:34]=[CH:33][C:32]([S:35]([OH:38])(=[O:37])=[O:36])=[CH:31][CH:30]=1.N. The catalyst is C(Cl)Cl. The product is [F:40][C:28]([F:27])([F:39])[C:29]1[CH:30]=[CH:31][C:32]([S:35]([O-:38])(=[O:36])=[O:37])=[CH:33][CH:34]=1.[C:15]1([S+:8]([C:2]2[CH:3]=[CH:4][CH:5]=[CH:6][CH:7]=2)[C:9]2[CH:14]=[CH:13][CH:12]=[CH:11][CH:10]=2)[CH:16]=[CH:17][CH:18]=[CH:19][CH:20]=1. The yield is 0.760. (4) The reactants are [CH2:1]([O:8][N:9]1[C:15](=[O:16])[N:14]2[CH2:17][C@H:10]1[CH2:11][CH2:12][C@H:13]2[C:18]([NH:20][NH:21][C:22]([N:24]1[CH2:29][CH2:28][N:27]([C:30]([O:32][C:33]([CH3:36])([CH3:35])[CH3:34])=[O:31])[CH2:26][CH2:25]1)=[O:23])=O)[C:2]1[CH:7]=[CH:6][CH:5]=[CH:4][CH:3]=1.N1C=CC=CC=1.O(S(C(F)(F)F)(=O)=O)S(C(F)(F)F)(=O)=O.C([O-])(O)=O.[Na+]. The catalyst is C(Cl)Cl. The product is [CH2:1]([O:8][N:9]1[C:15](=[O:16])[N:14]2[CH2:17][C@H:10]1[CH2:11][CH2:12][C@H:13]2[C:18]1[O:23][C:22]([N:24]2[CH2:29][CH2:28][N:27]([C:30]([O:32][C:33]([CH3:35])([CH3:36])[CH3:34])=[O:31])[CH2:26][CH2:25]2)=[N:21][N:20]=1)[C:2]1[CH:3]=[CH:4][CH:5]=[CH:6][CH:7]=1. The yield is 0.830. (5) The reactants are Br[C:2]1[CH:3]=[CH:4][C:5]2[O:14][CH2:13][CH2:12][C:11]3[S:10][C:9]([C:15]4[N:16]([CH:20]([CH3:22])[CH3:21])[N:17]=[CH:18][N:19]=4)=[N:8][C:7]=3[C:6]=2[CH:23]=1.[CH:24]([S:26]([CH3:29])(=[O:28])=[O:27])=[CH2:25].C(N(CC)CC)C. The catalyst is CN(C=O)C.Cl[Pd](Cl)([P](C1C=CC=CC=1)(C1C=CC=CC=1)C1C=CC=CC=1)[P](C1C=CC=CC=1)(C1C=CC=CC=1)C1C=CC=CC=1. The product is [CH:20]([N:16]1[C:15]([C:9]2[S:10][C:11]3[CH2:12][CH2:13][O:14][C:5]4[CH:4]=[CH:3][C:2](/[CH:25]=[CH:24]/[S:26]([CH3:29])(=[O:28])=[O:27])=[CH:23][C:6]=4[C:7]=3[N:8]=2)=[N:19][CH:18]=[N:17]1)([CH3:22])[CH3:21]. The yield is 0.730. (6) The reactants are [Br:1][C:2]1[CH:11]=[CH:10][C:5]([C:6]([O:8][CH3:9])=[O:7])=[CH:4][C:3]=1[OH:12].[CH3:13][O:14][C:15]([CH3:20])([CH3:19])[CH2:16][CH2:17]O. No catalyst specified. The product is [Br:1][C:2]1[CH:11]=[CH:10][C:5]([C:6]([O:8][CH3:9])=[O:7])=[CH:4][C:3]=1[O:12][CH2:17][CH2:16][C:15]([O:14][CH3:13])([CH3:20])[CH3:19]. The yield is 0.980.